This data is from Forward reaction prediction with 1.9M reactions from USPTO patents (1976-2016). The task is: Predict the product of the given reaction. The product is: [CH2:1]([O:8][C:9]1[C:10](=[O:31])[CH:11]=[C:12]([C:29]([OH:33])=[O:30])[N:13]2[CH2:18][CH2:17][N:16]([CH2:19][C:20]3[CH:25]=[CH:24][C:23]([Cl:26])=[C:22]([Cl:27])[CH:21]=3)[C:15](=[O:28])[C:14]=12)[C:2]1[CH:7]=[CH:6][CH:5]=[CH:4][CH:3]=1. Given the reactants [CH2:1]([O:8][C:9]1[C:10](=[O:31])[CH:11]=[C:12]([CH2:29][OH:30])[N:13]2[CH2:18][CH2:17][N:16]([CH2:19][C:20]3[CH:25]=[CH:24][C:23]([Cl:26])=[C:22]([Cl:27])[CH:21]=3)[C:15](=[O:28])[C:14]=12)[C:2]1[CH:7]=[CH:6][CH:5]=[CH:4][CH:3]=1.C(=O)([O-])[OH:33].[Na+].[Br-].[K+].CC1(C)N([O])C(C)(C)CCC1.Cl[O-].[Na+].S([O-])(O)(=O)=O.[K+], predict the reaction product.